This data is from Forward reaction prediction with 1.9M reactions from USPTO patents (1976-2016). The task is: Predict the product of the given reaction. (1) Given the reactants N1C2C(=CC=CC=2)C(=O)C1=O.[CH3:12][C:13]1[CH:14]=[C:15]2[C:19](=[CH:20][CH:21]=1)[NH:18][C:17](=[O:22])[C:16]2=[O:23].BrCCC1CC1.Br[CH:31]([C:38]1[CH:43]=[CH:42][CH:41]=[CH:40][CH:39]=1)[C:32]1[CH:37]=[CH:36][CH:35]=[CH:34][CH:33]=1, predict the reaction product. The product is: [C:32]1([CH:31]([C:38]2[CH:39]=[CH:40][CH:41]=[CH:42][CH:43]=2)[N:18]2[C:19]3[C:15](=[CH:14][C:13]([CH3:12])=[CH:21][CH:20]=3)[C:16](=[O:23])[C:17]2=[O:22])[CH:37]=[CH:36][CH:35]=[CH:34][CH:33]=1. (2) Given the reactants Br[C:2]1[CH:3]=[CH:4][C:5]([F:26])=[C:6]([C:8]2([C:19]3[CH:24]=[CH:23][N:22]=[C:21]([CH3:25])[CH:20]=3)[C:16]3[C:11](=[C:12]([F:17])[CH:13]=[CH:14][CH:15]=3)[C:10]([NH2:18])=[N:9]2)[CH:7]=1.[C:27]([C:29]1[CH:30]=[C:31](B(O)O)[CH:32]=[N:33][CH:34]=1)#[N:28], predict the reaction product. The product is: [NH2:18][C:10]1[C:11]2[C:16](=[CH:15][CH:14]=[CH:13][C:12]=2[F:17])[C:8]([C:6]2[CH:7]=[C:2]([C:31]3[CH:32]=[N:33][CH:34]=[C:29]([CH:30]=3)[C:27]#[N:28])[CH:3]=[CH:4][C:5]=2[F:26])([C:19]2[CH:24]=[CH:23][N:22]=[C:21]([CH3:25])[CH:20]=2)[N:9]=1. (3) Given the reactants C(=O)([O-])[O-].[K+].[K+].[CH2:7](Br)[C:8]#[CH:9].Cl.[F:12][C:13]1([F:17])[CH2:16][NH:15][CH2:14]1, predict the reaction product. The product is: [F:12][C:13]1([F:17])[CH2:16][N:15]([CH2:9][C:8]#[CH:7])[CH2:14]1.